From a dataset of Reaction yield outcomes from USPTO patents with 853,638 reactions. Predict the reaction yield, written as a fraction of the theoretical maximum amount of product (1.0 means a 100% yield; for example, 0.34 means a 34% yield). (1) The reactants are [CH2:1]([N:3]1[CH2:13][CH:12]2[O:14][CH:5]([C:6]3[C:11]2=[CH:10][C:9]([NH2:15])=[CH:8][CH:7]=3)[CH2:4]1)[CH3:2].Cl[C:17]1[N:22]=[C:21]([NH:23][C:24]2[CH:33]=[CH:32][CH:31]=[CH:30][C:25]=2[C:26]([NH:28][CH3:29])=[O:27])[C:20]([Cl:34])=[CH:19][N:18]=1.Cl. The catalyst is C(O)(C)C.C([O-])(O)=O.[Na+]. The product is [Cl:34][C:20]1[C:21]([NH:23][C:24]2[CH:33]=[CH:32][CH:31]=[CH:30][C:25]=2[C:26]([NH:28][CH3:29])=[O:27])=[N:22][C:17]([NH:15][C:9]2[CH:10]=[C:11]3[C:6](=[CH:7][CH:8]=2)[CH:5]2[O:14][CH:12]3[CH2:13][N:3]([CH2:1][CH3:2])[CH2:4]2)=[N:18][CH:19]=1. The yield is 0.270. (2) The reactants are C([O:9][C@@H:10]1[C@H:15]([O:16]C(=O)C2C=CC=CC=2)[C@H:14]([O:25]C(=O)C2C=CC=CC=2)[CH2:13][O:12][C@H:11]1[N:34]1[CH:41]=[C:40]([CH2:42][CH2:43][N:44]2[C:48](=[O:49])[C:47]3=[CH:50][CH:51]=[CH:52][CH:53]=[C:46]3[C:45]2=[O:54])[C:38](=[O:39])[NH:37][C:35]1=[O:36])(=O)C1C=CC=CC=1.C[O-].[Na+].O. The catalyst is CO. The yield is 0.930. The product is [C:45]1(=[O:54])[N:44]([CH2:43][CH2:42][C:40]2[C:38](=[O:39])[NH:37][C:35](=[O:36])[N:34]([C@@H:11]3[O:12][CH2:13][C@@H:14]([OH:25])[C@@H:15]([OH:16])[C@H:10]3[OH:9])[CH:41]=2)[C:48](=[O:49])[C:47]2=[CH:50][CH:51]=[CH:52][CH:53]=[C:46]12. (3) The reactants are [C:1]([O:5][C:6](=[O:29])[C:7]1[CH:12]=[CH:11][C:10]([CH2:13][N:14]2[C:23](=[O:24])[C:22]3[C:17](=[CH:18][C:19]([F:28])=[C:20]([N+:25]([O-])=O)[CH:21]=3)[N:16]=[CH:15]2)=[CH:9][CH:8]=1)([CH3:4])([CH3:3])[CH3:2]. The catalyst is C1COCC1.[Ni]. The product is [C:1]([O:5][C:6](=[O:29])[C:7]1[CH:8]=[CH:9][C:10]([CH2:13][N:14]2[C:23](=[O:24])[C:22]3[C:17](=[CH:18][C:19]([F:28])=[C:20]([NH2:25])[CH:21]=3)[N:16]=[CH:15]2)=[CH:11][CH:12]=1)([CH3:4])([CH3:2])[CH3:3]. The yield is 0.470. (4) The reactants are [CH3:1][C:2]1[C:3]([C:9]2[CH:10]=[N:11][CH:12]=[CH:13][CH:14]=2)=[N:4][C:5](=[O:8])[NH:6][CH:7]=1.[H-].[Na+].Br[CH2:18][CH2:19][CH2:20][CH2:21][Cl:22].O. The catalyst is CS(C)=O. The product is [Cl:22][CH2:21][CH2:20][CH2:19][CH2:18][N:6]1[CH:7]=[C:2]([CH3:1])[C:3]([C:9]2[CH:10]=[N:11][CH:12]=[CH:13][CH:14]=2)=[N:4][C:5]1=[O:8]. The yield is 0.680. (5) The reactants are [O:1]=[C:2]1[C:6]2([CH2:11][CH2:10][NH:9][CH2:8][CH2:7]2)[N:5]([C:12]2[CH:17]=[CH:16][CH:15]=[CH:14][CH:13]=2)[CH2:4][N:3]1[CH2:18][C:19]1[CH:20]=[C:21]([CH:29]=[CH:30][CH:31]=1)[C:22]([O:24][C:25]([CH3:28])([CH3:27])[CH3:26])=[O:23].[C:32]([O:40][CH2:41][N:42]1[C:46]2[CH:47]=[CH:48][CH:49]=[CH:50][C:45]=2[N:44]([CH2:51][CH2:52][CH2:53]Cl)[C:43]1=[O:55])(=[O:39])[CH2:33][CH2:34][CH2:35][CH2:36][CH2:37][CH3:38].[I-].[Na+].C(=O)([O-])[O-].[K+].[K+]. The catalyst is CC(=O)CC.CO.ClCCl. The product is [C:32]([O:40][CH2:41][N:42]1[C:46]2[CH:47]=[CH:48][CH:49]=[CH:50][C:45]=2[N:44]([CH2:51][CH2:52][CH2:53][N:9]2[CH2:10][CH2:11][C:6]3([N:5]([C:12]4[CH:13]=[CH:14][CH:15]=[CH:16][CH:17]=4)[CH2:4][N:3]([CH2:18][C:19]4[CH:20]=[C:21]([CH:29]=[CH:30][CH:31]=4)[C:22]([O:24][C:25]([CH3:28])([CH3:26])[CH3:27])=[O:23])[C:2]3=[O:1])[CH2:7][CH2:8]2)[C:43]1=[O:55])(=[O:39])[CH2:33][CH2:34][CH2:35][CH2:36][CH2:37][CH3:38]. The yield is 0.860.